Dataset: Forward reaction prediction with 1.9M reactions from USPTO patents (1976-2016). Task: Predict the product of the given reaction. Given the reactants [C:1]([C:3]1[C:8]2[N:9]([CH2:12][C:13]([OH:15])=O)[CH:10]=[N:11][C:7]=2[CH:6]=[CH:5][CH:4]=1)#[N:2].CCN(C(C)C)C(C)C.C(Cl)(=O)C(C)(C)C.[NH2:32][CH2:33][C:34]1[CH:39]=[CH:38][C:37]([C:40]([CH3:44])([CH3:43])[C:41]#[N:42])=[CH:36][C:35]=1[CH3:45], predict the reaction product. The product is: [C:1]([C:3]1[C:8]2[N:9]([CH2:12][C:13]([NH:32][CH2:33][C:34]3[CH:39]=[CH:38][C:37]([C:40]([C:41]#[N:42])([CH3:43])[CH3:44])=[CH:36][C:35]=3[CH3:45])=[O:15])[CH:10]=[N:11][C:7]=2[CH:6]=[CH:5][CH:4]=1)#[N:2].